From a dataset of Full USPTO retrosynthesis dataset with 1.9M reactions from patents (1976-2016). Predict the reactants needed to synthesize the given product. (1) Given the product [C:49]([NH:8][CH:9]([CH2:14][C:15]1[CH:16]=[CH:17][C:18]([O:21][CH2:22][CH2:23][N:24]2[C:28]3[CH:29]=[CH:30][C:31]([C:33](=[O:40])[C:34]4[CH:35]=[CH:36][CH:37]=[CH:38][CH:39]=4)=[CH:32][C:27]=3[S:26][C:25]2=[O:41])=[CH:19][CH:20]=1)[C:10]([O:12][CH3:13])=[O:11])(=[O:56])[C:50]1[CH:55]=[CH:54][CH:53]=[CH:52][CH:51]=1, predict the reactants needed to synthesize it. The reactants are: FC(F)(F)C(O)=O.[NH2:8][CH:9]([CH2:14][C:15]1[CH:20]=[CH:19][C:18]([O:21][CH2:22][CH2:23][N:24]2[C:28]3[CH:29]=[CH:30][C:31]([C:33](=[O:40])[C:34]4[CH:39]=[CH:38][CH:37]=[CH:36][CH:35]=4)=[CH:32][C:27]=3[S:26][C:25]2=[O:41])=[CH:17][CH:16]=1)[C:10]([O:12][CH3:13])=[O:11].C(N(CC)CC)C.[C:49](Cl)(=[O:56])[C:50]1[CH:55]=[CH:54][CH:53]=[CH:52][CH:51]=1. (2) Given the product [CH3:31][C:29]1[CH:28]=[C:4]([CH:3]=[C:2]([CH3:1])[CH:30]=1)[CH2:5][S:6][C:7]1[N:16]([CH2:17][CH2:18][CH2:19][O:20][S:40]([CH3:39])(=[O:42])=[O:41])[C:15](=[O:21])[C:14]2[C:9](=[C:10]([O:26][CH3:27])[C:11]([O:24][CH3:25])=[C:12]([O:22][CH3:23])[CH:13]=2)[N:8]=1, predict the reactants needed to synthesize it. The reactants are: [CH3:1][C:2]1[CH:3]=[C:4]([CH:28]=[C:29]([CH3:31])[CH:30]=1)[CH2:5][S:6][C:7]1[N:16]([CH2:17][CH2:18][CH2:19][OH:20])[C:15](=[O:21])[C:14]2[C:9](=[C:10]([O:26][CH3:27])[C:11]([O:24][CH3:25])=[C:12]([O:22][CH3:23])[CH:13]=2)[N:8]=1.C(N(CC)CC)C.[CH3:39][S:40](Cl)(=[O:42])=[O:41].O. (3) Given the product [CH:1]1([N:7]([CH2:25][CH:26]2[CH2:27][CH2:28]2)[C:8]2[N:13]=[CH:12][N:11]=[C:10]([C:14]([NH:16][C:17]3[CH:18]=[CH:19][C:20]([CH2:23][NH:36][C:33]([CH3:35])([C:32]([O:31][CH3:30])=[O:37])[CH3:34])=[CH:21][CH:22]=3)=[O:15])[CH:9]=2)[CH2:6][CH2:5][CH2:4][CH2:3][CH2:2]1, predict the reactants needed to synthesize it. The reactants are: [CH:1]1([N:7]([CH2:25][CH:26]2[CH2:28][CH2:27]2)[C:8]2[N:13]=[CH:12][N:11]=[C:10]([C:14]([NH:16][C:17]3[CH:22]=[CH:21][C:20]([CH:23]=O)=[CH:19][CH:18]=3)=[O:15])[CH:9]=2)[CH2:6][CH2:5][CH2:4][CH2:3][CH2:2]1.Cl.[CH3:30][O:31][C:32](=[O:37])[C:33]([NH2:36])([CH3:35])[CH3:34]. (4) Given the product [C:27]([C:26]1[CH:29]=[CH:30][C:23]([C:20]2[CH:21]=[CH:22][N:18]([CH2:17][CH2:16][NH:15][C:12]([C:9]3[NH:10][N:11]=[C:7]([C:3]4[CH:2]=[N:1][CH:6]=[CH:5][CH:4]=4)[CH:8]=3)=[O:14])[N:19]=2)=[CH:24][C:25]=1[CH3:31])#[N:28], predict the reactants needed to synthesize it. The reactants are: [N:1]1[CH:6]=[CH:5][CH:4]=[C:3]([C:7]2[CH2:8][C:9]([C:12]([OH:14])=O)=[N:10][N:11]=2)[CH:2]=1.[NH2:15][CH2:16][CH2:17][N:18]1[CH:22]=[CH:21][C:20]([C:23]2[CH:30]=[CH:29][C:26]([C:27]#[N:28])=[C:25]([CH3:31])[CH:24]=2)=[N:19]1.C1C=CC2N(O)N=NC=2C=1.CCN=C=NCCCN(C)C.CCN(C(C)C)C(C)C.